From a dataset of Catalyst prediction with 721,799 reactions and 888 catalyst types from USPTO. Predict which catalyst facilitates the given reaction. (1) Reactant: [CH3:1][O:2][C:3]1[CH:20]=[CH:19][C:6]([CH2:7][N:8]2[CH:17]=[C:16]3[C:10]([NH:11][CH2:12][CH2:13][CH2:14][C:15]3=[O:18])=[N:9]2)=[CH:5][CH:4]=1.[Li+].C[Si]([N-][Si](C)(C)C)(C)C.C([O-])([O-])=O.[K+].[K+].Br.Br[CH2:39][C:40]1[CH:45]=[CH:44][CH:43]=[CH:42][N:41]=1. Product: [CH3:1][O:2][C:3]1[CH:4]=[CH:5][C:6]([CH2:7][N:8]2[CH:17]=[C:16]3[C:10]([N:11]([CH2:39][C:40]4[CH:45]=[CH:44][CH:43]=[CH:42][N:41]=4)[CH2:12][CH2:13][CH2:14][C:15]3=[O:18])=[N:9]2)=[CH:19][CH:20]=1. The catalyst class is: 118. (2) Reactant: Br[C:2]1[CH:7]=[C:6]([O:8][C:9]([F:14])([F:13])[CH:10]([F:12])[F:11])[CH:5]=[C:4]([F:15])[CH:3]=1.[Li]CCCC.[F:21][C:22]1[CH:29]=[CH:28][C:25]([CH:26]=[O:27])=[CH:24][C:23]=1[O:30][CH3:31]. Product: [F:21][C:22]1[CH:29]=[CH:28][C:25]([CH:26]([C:2]2[CH:7]=[C:6]([O:8][C:9]([F:14])([F:13])[CH:10]([F:12])[F:11])[CH:5]=[C:4]([F:15])[CH:3]=2)[OH:27])=[CH:24][C:23]=1[O:30][CH3:31]. The catalyst class is: 27. (3) Reactant: [C:1]([O:9]CC)(=[O:8])[CH2:2][C:3](OCC)=O.[H-].[Na+].ClC[C:16]1[CH:17]=[N:18][O:19][C:20]=1[C:21]1[S:22][C:23]([Cl:27])=[C:24]([Cl:26])[CH:25]=1.Cl. Product: [Cl:26][C:24]1[CH:25]=[C:21]([C:20]2[O:19][N:18]=[CH:17][C:16]=2[CH2:3][CH2:2][C:1]([OH:9])=[O:8])[S:22][C:23]=1[Cl:27]. The catalyst class is: 30. (4) Reactant: [NH2:1][CH2:2][C:3]1[C:4]([OH:11])=[N:5][C:6]([CH3:10])=[CH:7][C:8]=1[CH3:9].C(N(CC)CC)C.[C:19](O[C:19]([O:21][C:22]([CH3:25])([CH3:24])[CH3:23])=[O:20])([O:21][C:22]([CH3:25])([CH3:24])[CH3:23])=[O:20].O. Product: [OH:11][C:4]1[C:3]([CH2:2][NH:1][C:19](=[O:20])[O:21][C:22]([CH3:25])([CH3:24])[CH3:23])=[C:8]([CH3:9])[CH:7]=[C:6]([CH3:10])[N:5]=1. The catalyst class is: 4. (5) The catalyst class is: 4. Product: [O:1]1[C:5]([C:6]([N:9]2[CH2:13][CH2:12][C:11]3([N:18]4[CH:19]=[N:20][CH:21]=[C:17]4[CH2:16][CH2:15][CH2:14]3)[CH2:10]2)=[O:8])=[CH:4][N:3]=[CH:2]1. Reactant: [O:1]1[C:5]([C:6]([OH:8])=O)=[CH:4][N:3]=[CH:2]1.[NH:9]1[CH2:13][CH2:12][C:11]2([N:18]3[CH:19]=[N:20][CH:21]=[C:17]3[CH2:16][CH2:15][CH2:14]2)[CH2:10]1.C(N(CC)CC)C.C(=O)([O-])O.[Na+]. (6) Reactant: [CH:1]1([N:4]([C:12]2[N:17]3[N:18]=[CH:19][CH:20]=[C:16]3[N:15]=[C:14]([C:21]3[CH:26]=[CH:25][CH:24]=[C:23]([O:27][C:28]([F:31])([F:30])[F:29])[CH:22]=3)[N:13]=2)C(=O)OC(C)(C)C)[CH2:3][CH2:2]1.FC(F)(F)[C:34](O)=[O:35]. Product: [CH:1]1([NH:4][C:12]2[N:17]3[N:18]=[CH:19][C:20]([CH:34]=[O:35])=[C:16]3[N:15]=[C:14]([C:21]3[CH:26]=[CH:25][CH:24]=[C:23]([O:27][C:28]([F:29])([F:30])[F:31])[CH:22]=3)[N:13]=2)[CH2:2][CH2:3]1. The catalyst class is: 4.